From a dataset of Full USPTO retrosynthesis dataset with 1.9M reactions from patents (1976-2016). Predict the reactants needed to synthesize the given product. (1) The reactants are: [C:1]([O:4][CH2:5][C:6]1[CH:11]=[C:10](OS(C(F)(F)F)(=O)=O)[C:9]([O:20][CH2:21][C:22]2[CH:27]=[CH:26][C:25]([O:28][CH3:29])=[CH:24][CH:23]=2)=[CH:8][N:7]=1)(=[O:3])[CH3:2].C1C=CC(P(C2C=CC3C(=CC=CC=3)C=2C2C3C(=CC=CC=3)C=CC=2P(C2C=CC=CC=2)C2C=CC=CC=2)C2C=CC=CC=2)=CC=1.[CH3:76][C:77]([S-:80])([CH3:79])[CH3:78].[Na+]. Given the product [C:1]([O:4][CH2:5][C:6]1[CH:11]=[C:10]([S:80][C:77]([CH3:79])([CH3:78])[CH3:76])[C:9]([O:20][CH2:21][C:22]2[CH:23]=[CH:24][C:25]([O:28][CH3:29])=[CH:26][CH:27]=2)=[CH:8][N:7]=1)(=[O:3])[CH3:2], predict the reactants needed to synthesize it. (2) The reactants are: [NH2:1][C:2]1[CH:3]=[C:4]([C:8]2[N:13]3[N:14]=[CH:15][C:16]([C:17]([C:19]4[S:20][CH:21]=[CH:22][CH:23]=4)=[O:18])=[C:12]3[N:11]=[CH:10][CH:9]=2)[CH:5]=[CH:6][CH:7]=1.[CH:24](=O)[CH:25]([CH3:27])[CH3:26]. Given the product [CH2:24]([NH:1][C:2]1[CH:3]=[C:4]([C:8]2[N:13]3[N:14]=[CH:15][C:16]([C:17]([C:19]4[S:20][CH:21]=[CH:22][CH:23]=4)=[O:18])=[C:12]3[N:11]=[CH:10][CH:9]=2)[CH:5]=[CH:6][CH:7]=1)[CH:25]([CH3:27])[CH3:26], predict the reactants needed to synthesize it.